Dataset: Full USPTO retrosynthesis dataset with 1.9M reactions from patents (1976-2016). Task: Predict the reactants needed to synthesize the given product. (1) Given the product [CH:23]1([N:22]2[C:21]3[CH:29]=[CH:30][C:31]([C:33]([OH:35])=[O:34])=[CH:32][C:20]=3[N:19]=[C:18]2[C:13]2[CH:14]=[C:15]3[C:10](=[CH:11][CH:12]=2)[N:9]=[C:8]([C:77]2[O:76][N:75]=[C:74]([C:69]4[CH:70]=[CH:71][C:72]([Cl:73])=[C:67]([Cl:66])[CH:68]=4)[CH:78]=2)[CH:17]=[CH:16]3)[CH2:28][CH2:27][CH2:26][CH2:25][CH2:24]1, predict the reactants needed to synthesize it. The reactants are: BrC1C=CC(O)=C([C:8]2[CH:17]=[CH:16][C:15]3[C:10](=[CH:11][CH:12]=[C:13]([C:18]4[N:22]([CH:23]5[CH2:28][CH2:27][CH2:26][CH2:25][CH2:24]5)[C:21]5[CH:29]=[CH:30][C:31]([C:33]([OH:35])=[O:34])=[CH:32][C:20]=5[N:19]=4)[CH:14]=3)[N:9]=2)C=1.C(OC(C1C=CC2N(C3CCCCC3)C(C3C=CC(N)=C(C=O)C=3)=NC=2C=1)=O)C.[Cl:66][C:67]1[CH:68]=[C:69]([C:74]2[CH:78]=[C:77](C(=O)C)[O:76][N:75]=2)[CH:70]=[CH:71][C:72]=1[Cl:73].[OH-].[K+]. (2) Given the product [CH2:28]([N:7]1[C:8]2[CH:13]=[CH:12][C:11]([C:14]3[CH:19]=[CH:18][CH:17]=[CH:16][CH:15]=3)=[CH:10][C:9]=2[N:5]([CH2:4][C:3]([N:2]([CH3:1])[C:22]2[CH:27]=[CH:26][CH:25]=[CH:24][CH:23]=2)=[O:21])[C:6]1=[O:20])[CH2:29][CH2:30][CH3:31], predict the reactants needed to synthesize it. The reactants are: [CH3:1][N:2]([C:22]1[CH:27]=[CH:26][CH:25]=[CH:24][CH:23]=1)[C:3](=[O:21])[CH2:4][N:5]1[C:9]2[CH:10]=[C:11]([C:14]3[CH:19]=[CH:18][CH:17]=[CH:16][CH:15]=3)[CH:12]=[CH:13][C:8]=2[NH:7][C:6]1=[O:20].[CH2:28](O)[CH2:29][CH2:30][CH3:31].C1(P(C2C=CC=CC=2)C2C=CC=CC=2)C=CC=CC=1.N(C(OCC)=O)=NC(OCC)=O.